From a dataset of Forward reaction prediction with 1.9M reactions from USPTO patents (1976-2016). Predict the product of the given reaction. (1) Given the reactants [NH2:1][C:2]([C:4]1[CH:5]=[C:6]([CH:30]([OH:33])[CH2:31][OH:32])[CH:7]=[C:8]2[C:13]=1[N:12]=[CH:11][N:10]=[C:9]2[NH:14][CH2:15][C:16]1[CH:17]=[C:18]([NH:22]C(=O)OC(C)(C)C)[CH:19]=[CH:20][CH:21]=1)=[O:3].Cl.O1CCOCC1, predict the reaction product. The product is: [NH2:22][C:18]1[CH:17]=[C:16]([CH:21]=[CH:20][CH:19]=1)[CH2:15][NH:14][C:9]1[C:8]2[C:13](=[C:4]([C:2]([NH2:1])=[O:3])[CH:5]=[C:6]([CH:30]([OH:33])[CH2:31][OH:32])[CH:7]=2)[N:12]=[CH:11][N:10]=1. (2) Given the reactants [CH:1]1[C:13]2[CH:12]([CH2:14][O:15][C:16]([N:18]([CH3:36])[N:19]([CH2:21][C:22]3[N:23]([CH2:31][CH2:32][C:33]([OH:35])=[O:34])[C:24]4[C:29]([CH:30]=3)=[CH:28][CH:27]=[CH:26][CH:25]=4)[CH3:20])=[O:17])[C:11]3[C:6](=[CH:7][CH:8]=[CH:9][CH:10]=3)[C:5]=2[CH:4]=[CH:3][CH:2]=1.[F:37][C:38]1[C:43](O)=[C:42]([F:45])[C:41]([F:46])=[C:40]([F:47])[C:39]=1[F:48].C1CCC(N=C=NC2CCCCC2)CC1, predict the reaction product. The product is: [CH3:36][N:18]([C:16]([O:15][CH2:14][CH:12]1[C:13]2[CH:1]=[CH:2][CH:3]=[CH:4][C:5]=2[C:6]2[C:11]1=[CH:10][CH:9]=[CH:8][CH:7]=2)=[O:17])[N:19]([CH3:20])[CH2:21][C:22]1[N:23]([CH2:31][CH2:32][C:33](=[O:35])[O:34][C:43]2[C:42]([F:45])=[C:41]([F:46])[C:40]([F:47])=[C:39]([F:48])[C:38]=2[F:37])[C:24]2[C:29]([CH:30]=1)=[CH:28][CH:27]=[CH:26][CH:25]=2. (3) Given the reactants O[C:2]1[N:9]=[C:8]([CH:10]([CH3:12])[CH3:11])[CH:7]=[CH:6][C:3]=1[C:4]#[N:5].P(Cl)(Cl)([Cl:15])=O, predict the reaction product. The product is: [Cl:15][C:2]1[N:9]=[C:8]([CH:10]([CH3:12])[CH3:11])[CH:7]=[CH:6][C:3]=1[C:4]#[N:5]. (4) Given the reactants [NH2:1][C:2]1[NH:6][N:5]=[C:4]([C:7]([O:9][CH3:10])=[O:8])[CH:3]=1.[Br:11][CH:12]([CH:15]=O)[CH:13]=O, predict the reaction product. The product is: [CH3:10][O:9][C:7]([C:4]1[CH:3]=[C:2]2[N:1]=[CH:13][C:12]([Br:11])=[CH:15][N:6]2[N:5]=1)=[O:8]. (5) Given the reactants [F:1][C:2]1[CH:24]=[CH:23][CH:22]=[CH:21][C:3]=1[CH2:4][C@H:5]1[CH2:10][C@@H:9]([C:11]2[O:15][NH:14][C:13](=[O:16])[CH:12]=2)[CH2:8][CH2:7][N:6]1C(OC)=O, predict the reaction product. The product is: [F:1][C:2]1[CH:24]=[CH:23][CH:22]=[CH:21][C:3]=1[CH2:4][C@H:5]1[CH2:10][C@@H:9]([C:11]2[O:15][NH:14][C:13](=[O:16])[CH:12]=2)[CH2:8][CH2:7][NH:6]1.